This data is from Forward reaction prediction with 1.9M reactions from USPTO patents (1976-2016). The task is: Predict the product of the given reaction. (1) Given the reactants C(OC(=O)[NH:7][C@H:8]([C:10]1[N:11]([C:19]2[CH:24]=[CH:23][CH:22]=[CH:21][CH:20]=2)[C:12]2[C:13]([N:18]=1)=[N:14][CH:15]=[CH:16][CH:17]=2)[CH3:9])(C)(C)C.C(O)(C(F)(F)F)=O, predict the reaction product. The product is: [C:19]1([N:11]2[C:12]3[C:13](=[N:14][CH:15]=[CH:16][CH:17]=3)[N:18]=[C:10]2[C@@H:8]([NH2:7])[CH3:9])[CH:20]=[CH:21][CH:22]=[CH:23][CH:24]=1. (2) The product is: [CH2:29]([N:31]([CH2:35][CH3:36])[CH2:32][CH2:33][O:34][C:6]([C:8]1[CH:9]=[C:10]([C:18]2[N:19]=[C:20]([C:23]3[CH:28]=[CH:27][N:26]=[CH:25][CH:24]=3)[S:21][CH:22]=2)[C:11](=[O:17])[NH:12][C:13]=1[CH:14]([CH3:16])[CH3:15])=[O:7])[CH3:30]. Given the reactants N1([C:6]([C:8]2[CH:9]=[C:10]([C:18]3[N:19]=[C:20]([C:23]4[CH:28]=[CH:27][N:26]=[CH:25][CH:24]=4)[S:21][CH:22]=3)[C:11](=[O:17])[NH:12][C:13]=2[CH:14]([CH3:16])[CH3:15])=[O:7])C=CN=C1.[CH2:29]([N:31]([CH2:35][CH3:36])[CH2:32][CH2:33][OH:34])[CH3:30], predict the reaction product. (3) Given the reactants [CH3:1][C:2]1[CH:3]=[C:4]([C:8]2[N:9]=[C:10]3[CH:15]=[CH:14][CH:13]=[N:12][N:11]3[C:16]=2[C:17]2[CH:22]=[CH:21][N:20]=[C:19]([NH2:23])[CH:18]=2)[CH:5]=[CH:6][CH:7]=1.[F:24][C:25]1[CH:33]=[CH:32][C:28]([C:29](Cl)=[O:30])=[CH:27][CH:26]=1.C(N(CC)CC)C.C(=O)([O-])O.[Na+], predict the reaction product. The product is: [F:24][C:25]1[CH:33]=[CH:32][C:28]([C:29]([NH:23][C:19]2[CH:18]=[C:17]([C:16]3[N:11]4[N:12]=[CH:13][CH:14]=[CH:15][C:10]4=[N:9][C:8]=3[C:4]3[CH:5]=[CH:6][CH:7]=[C:2]([CH3:1])[CH:3]=3)[CH:22]=[CH:21][N:20]=2)=[O:30])=[CH:27][CH:26]=1. (4) Given the reactants Br[C:2]1[C:3]2[N:4]([N:8]=[C:9]([NH2:11])[N:10]=2)[CH:5]=[CH:6][CH:7]=1.[CH3:12][S:13]([CH2:16][C:17]1[CH:22]=[CH:21][C:20](B(O)O)=[CH:19][CH:18]=1)(=[O:15])=[O:14], predict the reaction product. The product is: [CH3:12][S:13]([CH2:16][C:17]1[CH:22]=[CH:21][C:20]([C:2]2[C:3]3[N:4]([N:8]=[C:9]([NH2:11])[N:10]=3)[CH:5]=[CH:6][CH:7]=2)=[CH:19][CH:18]=1)(=[O:14])=[O:15]. (5) The product is: [C:1]([O:5][C:6]([N:8]1[CH2:13][CH2:12][CH:11]([CH2:14][N:15]([CH3:16])[C:18]2[CH:23]=[CH:22][N:21]=[C:20]([C:24]3[CH:29]=[CH:28][N:27]=[CH:26][CH:25]=3)[N:19]=2)[CH2:10][CH2:9]1)=[O:7])([CH3:4])([CH3:3])[CH3:2]. Given the reactants [C:1]([O:5][C:6]([N:8]1[CH2:13][CH2:12][CH:11]([CH2:14][NH:15][CH3:16])[CH2:10][CH2:9]1)=[O:7])([CH3:4])([CH3:3])[CH3:2].Br[C:18]1[CH:23]=[CH:22][N:21]=[C:20]([C:24]2[CH:29]=[CH:28][N:27]=[CH:26][CH:25]=2)[N:19]=1.CCN(C(C)C)C(C)C.O, predict the reaction product.